Dataset: Reaction yield outcomes from USPTO patents with 853,638 reactions. Task: Predict the reaction yield, written as a fraction of the theoretical maximum amount of product (1.0 means a 100% yield; for example, 0.34 means a 34% yield). (1) The reactants are Br[C:2]1[CH:7]=[CH:6][CH:5]=[CH:4][C:3]=1[C:8]1[N:12]([S:13]([C:16]2[CH:17]=[N:18][CH:19]=[CH:20][CH:21]=2)(=[O:15])=[O:14])[CH:11]=[C:10]([CH:22]=[O:23])[CH:9]=1.O.[CH3:25][N:26](C)C=O. The catalyst is [C-]#N.[Zn+2].[C-]#N.C1C=CC([P]([Pd]([P](C2C=CC=CC=2)(C2C=CC=CC=2)C2C=CC=CC=2)([P](C2C=CC=CC=2)(C2C=CC=CC=2)C2C=CC=CC=2)[P](C2C=CC=CC=2)(C2C=CC=CC=2)C2C=CC=CC=2)(C2C=CC=CC=2)C2C=CC=CC=2)=CC=1. The product is [CH:22]([C:10]1[CH:9]=[C:8]([C:3]2[CH:4]=[CH:5][CH:6]=[CH:7][C:2]=2[C:25]#[N:26])[N:12]([S:13]([C:16]2[CH:17]=[N:18][CH:19]=[CH:20][CH:21]=2)(=[O:15])=[O:14])[CH:11]=1)=[O:23]. The yield is 0.630. (2) The reactants are [CH2:1]([SH:5])[CH2:2][CH2:3][SH:4].[CH:6](=O)[CH:7]=[CH:8][CH:9]=[CH:10][CH3:11].OS(O)(=O)=O.[OH-].[K+]. The catalyst is C(Cl)(Cl)Cl. The product is [CH:7](/[CH:6]1[S:5][CH2:1][CH2:2][CH2:3][S:4]1)=[CH:8]\[CH:9]=[CH:10]\[CH3:11]. The yield is 0.670. (3) The reactants are [Cl-].O[NH3+:3].[C:4](=[O:7])([O-])[OH:5].[Na+].CS(C)=O.[CH:13]1([C:16]2[N:44]=[C:19]3[N:20]([CH3:43])[C:21](=[O:42])[C:22]([CH2:27][C:28]4[CH:33]=[CH:32][C:31]([C:34]5[C:35]([C:40]#[N:41])=[CH:36][CH:37]=[CH:38][CH:39]=5)=[CH:30][CH:29]=4)=[C:23]([CH2:24][CH2:25][CH3:26])[N:18]3[N:17]=2)[CH2:15][CH2:14]1. The catalyst is C(OCC)(=O)C. The product is [CH:13]1([C:16]2[N:44]=[C:19]3[N:20]([CH3:43])[C:21](=[O:42])[C:22]([CH2:27][C:28]4[CH:33]=[CH:32][C:31]([C:34]5[CH:39]=[CH:38][CH:37]=[CH:36][C:35]=5[C:40]5[NH:3][C:4](=[O:7])[O:5][N:41]=5)=[CH:30][CH:29]=4)=[C:23]([CH2:24][CH2:25][CH3:26])[N:18]3[N:17]=2)[CH2:15][CH2:14]1. The yield is 0.710. (4) The reactants are C([Li])CCC.[Cl:6][C:7]1[CH:12]=[CH:11][CH:10]=[CH:9][C:8]=1[C@H:13]1[O:15][C@:14]1([CH2:24][N:25]1[CH:29]=[N:28][CH:27]=[N:26]1)[C:16]1[CH:21]=[CH:20][C:19]([F:22])=[C:18]([F:23])[CH:17]=1.[CH3:30][S:31]SC.[Cl-].[NH4+]. The catalyst is O1CCCC1. The product is [Cl:6][C:7]1[CH:12]=[CH:11][CH:10]=[CH:9][C:8]=1[C@H:13]1[O:15][C@:14]1([CH2:24][N:25]1[C:29]([S:31][CH3:30])=[N:28][CH:27]=[N:26]1)[C:16]1[CH:21]=[CH:20][C:19]([F:22])=[C:18]([F:23])[CH:17]=1. The yield is 0.170. (5) The reactants are [CH3:1][S:2]([NH:5][CH2:6][CH2:7][CH2:8][CH2:9][CH2:10][C:11]([OH:13])=O)(=[O:4])=[O:3].[NH2:14][C:15]1[CH:20]=[CH:19][CH:18]=[CH:17][CH:16]=1.C(Cl)CCl. The catalyst is CN(C1C=CN=CC=1)C.C1COCC1. The product is [C:15]1([NH:14][C:11](=[O:13])[CH2:10][CH2:9][CH2:8][CH2:7][CH2:6][NH:5][S:2]([CH3:1])(=[O:3])=[O:4])[CH:20]=[CH:19][CH:18]=[CH:17][CH:16]=1. The yield is 0.950. (6) The reactants are [Cl:1][C:2]1[CH:7]=[C:6]([Cl:8])[CH:5]=[C:4]([Cl:9])[C:3]=1Br.[CH3:11][O:12][C:13]1[CH:18]=[CH:17][CH:16]=[CH:15][C:14]=1B(O)O.C(=O)([O-])[O-].[K+].[K+]. The catalyst is CC1C=CC=CC=1[P](C1C=CC=CC=1C)([Pd](Cl)(Cl)[P](C1=C(C)C=CC=C1)(C1C=CC=CC=1C)C1C=CC=CC=1C)C1C=CC=CC=1C. The product is [CH3:11][O:12][C:13]1[C:14]([C:3]2[C:2]([Cl:1])=[CH:7][C:6]([Cl:8])=[CH:5][C:4]=2[Cl:9])=[CH:15][CH:16]=[CH:17][CH:18]=1. The yield is 0.610. (7) The reactants are [I:1][C:2]1[CH:8]=[CH:7][C:5]([NH2:6])=[C:4]([F:9])[CH:3]=1.[F:10][C:11]1[CH:16]=[C:15]([F:17])[C:14]([N+:18]([O-:20])=[O:19])=[C:13](F)[C:12]=1[F:22]. The catalyst is C1COCC1. The product is [F:9][C:4]1[CH:3]=[C:2]([I:1])[CH:8]=[CH:7][C:5]=1[NH:6][C:13]1[C:14]([N+:18]([O-:20])=[O:19])=[C:15]([F:17])[CH:16]=[C:11]([F:10])[C:12]=1[F:22]. The yield is 0.700. (8) The catalyst is C(=O)([O-])[O-].[Na+].[Na+].O1CCOCC1.C([O-])(=O)C.[Pd+2].C([O-])(=O)C. The reactants are [CH2:1]([O:8][C:9]([N:11]1[CH2:16][CH2:15][CH:14]([C:17](=[O:26])[NH:18][C:19]2[CH:24]=[C:23](Cl)[N:22]=[CH:21][N:20]=2)[CH2:13][CH2:12]1)=[O:10])[C:2]1[CH:7]=[CH:6][CH:5]=[CH:4][CH:3]=1.[F:27][C:28]1[C:33](B(O)O)=[C:32]([O:37][CH3:38])[CH:31]=[CH:30][CH:29]=1.C1(P(C2C=CC=CC=2)C2C=CC=CC=2)C=CC=CC=1. The yield is 0.0400. The product is [CH2:1]([O:8][C:9]([N:11]1[CH2:16][CH2:15][CH:14]([C:17](=[O:26])[NH:18][C:19]2[CH:24]=[C:23]([C:33]3[C:32]([O:37][CH3:38])=[CH:31][CH:30]=[CH:29][C:28]=3[F:27])[N:22]=[CH:21][N:20]=2)[CH2:13][CH2:12]1)=[O:10])[C:2]1[CH:7]=[CH:6][CH:5]=[CH:4][CH:3]=1.